From a dataset of CYP3A4 inhibition data for predicting drug metabolism from PubChem BioAssay. Regression/Classification. Given a drug SMILES string, predict its absorption, distribution, metabolism, or excretion properties. Task type varies by dataset: regression for continuous measurements (e.g., permeability, clearance, half-life) or binary classification for categorical outcomes (e.g., BBB penetration, CYP inhibition). Dataset: cyp3a4_veith. (1) The drug is CC1(C)OC(C(N)=O)C(C(N)=O)O1. The result is 0 (non-inhibitor). (2) The compound is Cc1noc(C)c1-c1nc(Nc2ccncc2)c2ccccc2n1. The result is 1 (inhibitor). (3) The molecule is CCCCOC(=O)NS(=O)(=O)c1sc(CC(C)C)cc1-c1ccc(Cn2c(CC)nc3c(C)cc(C)nc32)cc1. The result is 1 (inhibitor). (4) The compound is CS[C@]12C(=O)C[C@]3(C)[C@@H](CC[C@@]3(O)C(=O)CO)[C@@H]1CCC1=CC(=O)CC[C@]12C. The result is 0 (non-inhibitor). (5) The compound is O=C(O)[C@@H](S)[C@H](S)C(=O)O. The result is 0 (non-inhibitor).